From a dataset of Peptide-MHC class I binding affinity with 185,985 pairs from IEDB/IMGT. Regression. Given a peptide amino acid sequence and an MHC pseudo amino acid sequence, predict their binding affinity value. This is MHC class I binding data. (1) The peptide sequence is YECTSRHFT. The MHC is HLA-A02:06 with pseudo-sequence HLA-A02:06. The binding affinity (normalized) is 0.0847. (2) The binding affinity (normalized) is 0. The MHC is HLA-A02:01 with pseudo-sequence HLA-A02:01. The peptide sequence is QTHFPQFYW. (3) The peptide sequence is FTIDFKLKY. The MHC is HLA-A24:02 with pseudo-sequence HLA-A24:02. The binding affinity (normalized) is 0.0633. (4) The peptide sequence is YNLRRGTAL. The MHC is HLA-B39:01 with pseudo-sequence HLA-B39:01. The binding affinity (normalized) is 0.686. (5) The MHC is HLA-A02:11 with pseudo-sequence HLA-A02:11. The peptide sequence is SFYGYGFNV. The binding affinity (normalized) is 0.787. (6) The peptide sequence is IIRTENRPL. The MHC is HLA-B08:01 with pseudo-sequence HLA-B08:01. The binding affinity (normalized) is 0.258. (7) The binding affinity (normalized) is 0.628. The MHC is HLA-A02:06 with pseudo-sequence HLA-A02:06. The peptide sequence is HLSWEWNLSI.